Dataset: Forward reaction prediction with 1.9M reactions from USPTO patents (1976-2016). Task: Predict the product of the given reaction. (1) Given the reactants Cl[C:2]1[C:11]([CH3:12])=[C:10]([Cl:13])[C:9]2[C:4](=[CH:5][N:6]=[CH:7][CH:8]=2)[N:3]=1.C([Sn](CCCC)(CCCC)[C:19]1[CH:24]=[CH:23][CH:22]=[CH:21][N:20]=1)CCC, predict the reaction product. The product is: [Cl:13][C:10]1[C:9]2[C:4](=[CH:5][N:6]=[CH:7][CH:8]=2)[N:3]=[C:2]([C:19]2[CH:24]=[CH:23][CH:22]=[CH:21][N:20]=2)[C:11]=1[CH3:12]. (2) Given the reactants Cl[C:2]1[CH:3]=[C:4]2[C:8](=[CH:9][C:10]=1[Cl:11])[NH:7][C:6](=[O:12])[C:5]2=[O:13].[H-].[Na+].Br[CH2:17][C:18]([O:20]CC)=[O:19].[ClH:23], predict the reaction product. The product is: [Cl:11][C:10]1[C:9]([Cl:23])=[C:8]2[C:4]([C:5](=[O:13])[C:6](=[O:12])[N:7]2[CH2:17][C:18]([OH:20])=[O:19])=[CH:3][CH:2]=1. (3) Given the reactants C(OC([N:8]1[CH2:13][CH2:12][CH:11]([N:14]2[C:18]3=[N:19][CH:20]=[N:21][C:22]([O:23][C:24]4[C:25]([CH3:30])=[N:26][CH:27]=[CH:28][CH:29]=4)=[C:17]3[CH:16]=[N:15]2)[CH2:10][CH2:9]1)=O)(C)(C)C.C(=O)([O-])[O-], predict the reaction product. The product is: [CH3:30][C:25]1[C:24]([O:23][C:22]2[N:21]=[CH:20][N:19]=[C:18]3[N:14]([CH:11]4[CH2:12][CH2:13][NH:8][CH2:9][CH2:10]4)[N:15]=[CH:16][C:17]=23)=[CH:29][CH:28]=[CH:27][N:26]=1. (4) Given the reactants [N+:1]([C:4]1[S:8][C:7]([CH:9]=[O:10])=[CH:6][C:5]=1[C:11]1[CH:15]=[CH:14][NH:13][N:12]=1)([O-])=O.S(S([O-])=O)([O-])=O.[Na+].[Na+].CCO, predict the reaction product. The product is: [NH2:1][C:4]1[S:8][C:7]([CH:9]=[O:10])=[CH:6][C:5]=1[C:11]1[CH:15]=[CH:14][NH:13][N:12]=1. (5) The product is: [CH3:13][O:12][C:5]1[C:4]([O:14][CH3:15])=[CH:3][C:2]([S:23]([C:20]2[CH:21]=[CH:22][C:17]([CH3:26])=[CH:18][CH:19]=2)(=[O:25])=[O:24])=[CH:11][C:6]=1[C:7]([O:9][CH3:10])=[O:8]. Given the reactants I[C:2]1[CH:3]=[C:4]([O:14][CH3:15])[C:5]([O:12][CH3:13])=[C:6]([CH:11]=1)[C:7]([O:9][CH3:10])=[O:8].O.[C:17]1([CH3:26])[CH:22]=[CH:21][C:20]([S:23]([O-:25])=[O:24])=[CH:19][CH:18]=1.[Na+].O.CCOC(C)=O, predict the reaction product.